From a dataset of Full USPTO retrosynthesis dataset with 1.9M reactions from patents (1976-2016). Predict the reactants needed to synthesize the given product. (1) Given the product [OH:23][C:2]1[CH:10]=[C:9]([CH3:11])[CH:8]=[CH:7][C:3]=1[C:4]([OH:6])=[O:5], predict the reactants needed to synthesize it. The reactants are: Cl[C:2]1[CH:10]=[C:9]([CH3:11])[CH:8]=[CH:7][C:3]=1[C:4]([OH:6])=[O:5].CN[C@@H]1CCCC[C@H]1NC.Cl.[OH2:23]. (2) The reactants are: [C:1]([C@H:5]1[CH2:10][CH2:9][C@H:8]([O:11][C:12]2[CH:13]=[C:14]3[C:19](=[CH:20][CH:21]=2)[CH:18]=[C:17]([CH:22]=O)[CH:16]=[CH:15]3)[CH2:7][CH2:6]1)([CH3:4])([CH3:3])[CH3:2].[NH:24]1[CH2:29][CH2:28][CH:27]([C:30]2[CH:35]=[CH:34][CH:33]=[CH:32][N:31]=2)[CH2:26][CH2:25]1.[BH-](OC(C)=O)(OC(C)=O)OC(C)=O.[Na+].O. Given the product [C:1]([C@H:5]1[CH2:10][CH2:9][C@H:8]([O:11][C:12]2[CH:13]=[C:14]3[C:19](=[CH:20][CH:21]=2)[CH:18]=[C:17]([CH2:22][N:24]2[CH2:29][CH2:28][CH:27]([C:30]4[CH:35]=[CH:34][CH:33]=[CH:32][N:31]=4)[CH2:26][CH2:25]2)[CH:16]=[CH:15]3)[CH2:7][CH2:6]1)([CH3:4])([CH3:3])[CH3:2], predict the reactants needed to synthesize it. (3) The reactants are: [CH3:1][C:2]1[C:7]([NH2:8])=[CH:6][CH:5]=[C:4]([N:9]2[CH2:13][CH2:12][C@@H:11]([N:14]3[CH2:18][CH2:17][CH2:16][C@@H:15]3[CH3:19])[CH2:10]2)[N:3]=1.N1C=CC=CC=1.[S:26]1[CH:30]=[CH:29][CH:28]=[C:27]1[C:31](Cl)=[O:32].C(O)C(N)(CO)CO. Given the product [CH3:1][C:2]1[C:7]([NH:8][C:31]([C:27]2[S:26][CH:30]=[CH:29][CH:28]=2)=[O:32])=[CH:6][CH:5]=[C:4]([N:9]2[CH2:13][CH2:12][C@@H:11]([N:14]3[CH2:18][CH2:17][CH2:16][C@@H:15]3[CH3:19])[CH2:10]2)[N:3]=1, predict the reactants needed to synthesize it. (4) The reactants are: [CH2:1]([O:8][CH2:9][C:10](Cl)=[O:11])[C:2]1[CH:7]=[CH:6][CH:5]=[CH:4][CH:3]=1.Cl.[CH3:14][C:15]1[CH:26]=[CH:25][C:18]([CH2:19][N:20]([C:22]([NH2:24])=[O:23])[NH2:21])=[CH:17][CH:16]=1.N1C=CC=CC=1. Given the product [CH2:1]([O:8][CH2:9][C:10]([NH:21][N:20]([CH2:19][C:18]1[CH:25]=[CH:26][C:15]([CH3:14])=[CH:16][CH:17]=1)[C:22]([NH2:24])=[O:23])=[O:11])[C:2]1[CH:7]=[CH:6][CH:5]=[CH:4][CH:3]=1, predict the reactants needed to synthesize it.